From a dataset of CYP1A2 inhibition data for predicting drug metabolism from PubChem BioAssay. Regression/Classification. Given a drug SMILES string, predict its absorption, distribution, metabolism, or excretion properties. Task type varies by dataset: regression for continuous measurements (e.g., permeability, clearance, half-life) or binary classification for categorical outcomes (e.g., BBB penetration, CYP inhibition). Dataset: cyp1a2_veith. (1) The compound is Cc1ccccc1Cn1nc(C)c(NC(=O)c2sc3ccccc3c2Cl)c1C. The result is 1 (inhibitor). (2) The compound is CC(=O)Nc1ccc(N2CCCCC2)cc1. The result is 1 (inhibitor). (3) The molecule is COc1cc(OC)cc(C(=O)NC(=S)Nc2ccc(Cl)c(C(=O)O)c2)c1. The result is 0 (non-inhibitor). (4) The compound is CNc1ccnc(-c2ccccc2C(F)(F)F)n1. The result is 1 (inhibitor). (5) The molecule is CC(C)OC(=O)c1cccc(C(=O)Oc2ccc(Br)cc2)n1. The result is 0 (non-inhibitor).